Dataset: Catalyst prediction with 721,799 reactions and 888 catalyst types from USPTO. Task: Predict which catalyst facilitates the given reaction. (1) Reactant: [NH2:1][C:2]1[CH:7]=[CH:6][C:5]([C:8]2[N:9]=[C:10]3[CH:15]=[CH:14][CH:13]=[CH:12][N:11]3[C:16]=2[C:17]2[CH:22]=[CH:21][N:20]=[C:19]([NH:23][C:24]3[CH:29]=[CH:28][CH:27]=[C:26]([CH2:30][CH2:31][N:32]([CH3:34])[CH3:33])[CH:25]=3)[N:18]=2)=[CH:4][C:3]=1[N+:35]([O-])=O. Product: [CH3:34][N:32]([CH3:33])[CH2:31][CH2:30][C:26]1[CH:25]=[C:24]([NH:23][C:19]2[N:18]=[C:17]([C:16]3[N:11]4[CH:12]=[CH:13][CH:14]=[CH:15][C:10]4=[N:9][C:8]=3[C:5]3[CH:4]=[C:3]([NH2:35])[C:2]([NH2:1])=[CH:7][CH:6]=3)[CH:22]=[CH:21][N:20]=2)[CH:29]=[CH:28][CH:27]=1. The catalyst class is: 304. (2) Reactant: C[O:2][C:3]([C:5]1[S:9][C:8]([C:10]2[CH:15]=[CH:14][C:13]([Cl:16])=[CH:12][CH:11]=2)=[N:7][C:6]=1[CH2:17][CH:18]([O:21][CH3:22])[O:19][CH3:20])=[O:4].[OH-].[Na+]. Product: [Cl:16][C:13]1[CH:14]=[CH:15][C:10]([C:8]2[S:9][C:5]([C:3]([OH:4])=[O:2])=[C:6]([CH2:17][CH:18]([O:21][CH3:22])[O:19][CH3:20])[N:7]=2)=[CH:11][CH:12]=1. The catalyst class is: 14. (3) Reactant: [Cl:1][C:2]1[CH:3]=[C:4]([CH:6]=[CH:7][C:8]=1[I:9])[NH2:5].C(N(C(C)C)CC)(C)C.[C:19]([O:23][C:24](O[C:24]([O:23][C:19]([CH3:22])([CH3:21])[CH3:20])=[O:25])=[O:25])([CH3:22])([CH3:21])[CH3:20]. Product: [C:19]([O:23][C:24](=[O:25])[NH:5][C:4]1[CH:6]=[CH:7][C:8]([I:9])=[C:2]([Cl:1])[CH:3]=1)([CH3:22])([CH3:21])[CH3:20]. The catalyst class is: 7. (4) Reactant: C(NC(C)C)(C)C.C([Li])CCC.[C:13]([C:15]1([O:25][Si:26]([CH3:29])([CH3:28])[CH3:27])[CH2:24][CH2:23][C:18]2([O:22][CH2:21][CH2:20][O:19]2)[CH2:17][CH2:16]1)#[CH:14].[N:30]1[CH:31]=[N:32][N:33]2[CH:38]=[C:37]([CH:39]=[O:40])[CH:36]=[CH:35][C:34]=12. Product: [N:30]1[CH:31]=[N:32][N:33]2[CH:38]=[C:37]([CH:39]([OH:40])[C:14]#[C:13][C:15]3([O:25][Si:26]([CH3:27])([CH3:29])[CH3:28])[CH2:24][CH2:23][C:18]4([O:19][CH2:20][CH2:21][O:22]4)[CH2:17][CH2:16]3)[CH:36]=[CH:35][C:34]=12. The catalyst class is: 134. (5) Reactant: [O:1]=[S:2]1(=[O:36])[C:8]2[CH:9]=[C:10]([O:15][CH2:16][C:17]([O:19]CC)=[O:18])[C:11]([S:13][CH3:14])=[CH:12][C:7]=2[N:6]([C:22]2[CH:27]=[CH:26][CH:25]=[CH:24][CH:23]=2)[CH2:5][C:4]([CH2:32][CH2:33][CH2:34][CH3:35])([CH2:28][CH2:29][CH2:30][CH3:31])[NH:3]1.[OH-].[Na+]. Product: [O:36]=[S:2]1(=[O:1])[C:8]2[CH:9]=[C:10]([O:15][CH2:16][C:17]([OH:19])=[O:18])[C:11]([S:13][CH3:14])=[CH:12][C:7]=2[N:6]([C:22]2[CH:23]=[CH:24][CH:25]=[CH:26][CH:27]=2)[CH2:5][C:4]([CH2:32][CH2:33][CH2:34][CH3:35])([CH2:28][CH2:29][CH2:30][CH3:31])[NH:3]1. The catalyst class is: 14. (6) Reactant: [Cl:1][C:2]1[CH:7]=[CH:6][C:5]([C:8]2([CH3:19])[C:13]3[CH:14]=[CH:15][CH:16]=[CH:17][C:12]=3[NH:11][C:10](=[O:18])[O:9]2)=[CH:4][CH:3]=1.C(O)(=O)C.S(=O)(=O)(O)O.[N+:29]([O-])([OH:31])=[O:30]. Product: [Cl:1][C:2]1[CH:3]=[CH:4][C:5]([C:8]2([CH3:19])[C:13]3[CH:14]=[C:15]([N+:29]([O-:31])=[O:30])[CH:16]=[CH:17][C:12]=3[NH:11][C:10](=[O:18])[O:9]2)=[CH:6][CH:7]=1. The catalyst class is: 170. (7) Reactant: [CH3:1][C:2]1[C:3]([N:9]2[CH2:14][CH2:13][N:12]([C:15]([C:17]3[CH:22]=[CH:21][C:20]([N:23]4[CH2:27][CH2:26][CH2:25][S:24]4(=[O:29])=[O:28])=[CH:19][C:18]=3[CH3:30])=[O:16])[CH2:11][CH2:10]2)=[N:4][CH:5]=[C:6]([CH3:8])[CH:7]=1.[BrH:31].C(O)(=O)C.O1CCCC1. Product: [BrH:31].[CH3:1][C:2]1[C:3]([N:9]2[CH2:10][CH2:11][N:12]([C:15]([C:17]3[CH:22]=[CH:21][C:20]([N:23]4[CH2:27][CH2:26][CH2:25][S:24]4(=[O:29])=[O:28])=[CH:19][C:18]=3[CH3:30])=[O:16])[CH2:13][CH2:14]2)=[N:4][CH:5]=[C:6]([CH3:8])[CH:7]=1. The catalyst class is: 15. (8) Reactant: [F:1][C:2]1[CH:3]=[C:4]([CH:10]=[CH:11][CH:12]=1)[CH2:5][CH2:6][C:7](O)=[O:8].[H-].[H-].[H-].[H-].[Li+].[Al+3]. Product: [F:1][C:2]1[CH:3]=[C:4]([CH2:5][CH2:6][CH2:7][OH:8])[CH:10]=[CH:11][CH:12]=1. The catalyst class is: 1.